Task: Binary Classification. Given a miRNA mature sequence and a target amino acid sequence, predict their likelihood of interaction.. Dataset: Experimentally validated miRNA-target interactions with 360,000+ pairs, plus equal number of negative samples (1) The miRNA is hsa-miR-4314 with sequence CUCUGGGAAAUGGGACAG. The protein sequence of the target gene is MEGVELKEEWQDEDFPIPLPEDDSIEADTLDGTDPDRQPGSLEVNGNKVRKKLMAPDISLTLDPGEDSLWSDDLDEAGEVDLEGLDTPSENSDEFEWEDDLPKPKTTEVIRKGSITEYTATEEKGDGRRWRMFRIGEQDHRVDMKAIEPYKKVISHGGYYGDGLNAIVVFAVCFMPESGQPNYRYLMDNLFKYVIGTLELLVAENYMIIYLNGATTRRKMPSLGWLRRCYQQIDRRLRKNLKSLIIVHPSWFIRTLLAVTRPFISSKFSQKIRYVFNLAELAELVPMEYVGIPECIKQYE.... Result: 0 (no interaction). (2) The miRNA is hsa-miR-3713 with sequence GGUAUCCGUUUGGGGAUGGU. The protein sequence of the target gene is MPVAVGPYGQSQPSCFDRVKMGFVMGCAVGMAAGALFGTFSCLRIGMRGRELMGGIGKTMMQSGGTFGTFMAIGMGIRC. Result: 0 (no interaction).